This data is from Reaction yield outcomes from USPTO patents with 853,638 reactions. The task is: Predict the reaction yield, written as a fraction of the theoretical maximum amount of product (1.0 means a 100% yield; for example, 0.34 means a 34% yield). (1) The reactants are [C:1]1([CH3:18])[CH:6]=[CH:5][CH:4]=[CH:3][C:2]=1[CH:7]1[CH2:16][CH2:15][C:14]2[C:9](=[CH:10][CH:11]=[C:12]([OH:17])[CH:13]=2)[O:8]1.Cl[C:20]1[S:21][C:22]([C:25]([O:27][CH3:28])=[O:26])=[CH:23][N:24]=1.C(=O)([O-])[O-].[K+].[K+]. The catalyst is CN(C)C=O.O. The product is [CH3:28][O:27][C:25]([C:22]1[S:21][C:20]([O:17][C:12]2[CH:13]=[C:14]3[C:9](=[CH:10][CH:11]=2)[O:8][CH:7]([C:2]2[CH:3]=[CH:4][CH:5]=[CH:6][C:1]=2[CH3:18])[CH2:16][CH2:15]3)=[N:24][CH:23]=1)=[O:26]. The yield is 0.980. (2) The catalyst is C(#N)C. The yield is 0.350. The reactants are [Cl:1][CH2:2][C:3]([NH:5][C:6]1[CH:7]=[N:8][CH:9]=[C:10]([F:12])[CH:11]=1)=[O:4].[N:13]12[CH2:20][CH2:19][CH:16]([CH2:17][CH2:18]1)[C@@H:15]([O:21][C:22]([C:24]1([C:31]3[CH:36]=[CH:35][CH:34]=[CH:33][CH:32]=3)[CH2:30][CH2:29][CH2:28][CH2:27][CH2:26][CH2:25]1)=[O:23])[CH2:14]2. The product is [Cl-:1].[F:12][C:10]1[CH:11]=[C:6]([NH:5][C:3]([CH2:2][N+:13]23[CH2:20][CH2:19][CH:16]([CH2:17][CH2:18]2)[C@@H:15]([O:21][C:22]([C:24]2([C:31]4[CH:32]=[CH:33][CH:34]=[CH:35][CH:36]=4)[CH2:30][CH2:29][CH2:28][CH2:27][CH2:26][CH2:25]2)=[O:23])[CH2:14]3)=[O:4])[CH:7]=[N:8][CH:9]=1. (3) The reactants are [F:1][C:2]1[CH:7]=[CH:6][CH:5]=[CH:4][C:3]=1[C:8]1[NH:28][C:11]2[N:12]=[N:13][C:14]([CH2:16][CH2:17][CH2:18][CH2:19][N:20]3[CH:24]=[C:23]([C:25]([OH:27])=O)[N:22]=[N:21]3)=[CH:15][C:10]=2[CH:9]=1.C[CH2:30][N:31](C(C)C)C(C)C.CN(C(ON1N=N[C:48]2[CH:49]=[CH:50][CH:51]=[N:52][C:47]1=2)=[N+](C)C)C.F[P-](F)(F)(F)(F)F. The catalyst is CN(C=O)C. The product is [F:1][C:2]1[CH:7]=[CH:6][CH:5]=[CH:4][C:3]=1[C:8]1[NH:28][C:11]2[N:12]=[N:13][C:14]([CH2:16][CH2:17][CH2:18][CH2:19][N:20]3[CH:24]=[C:23]([C:25]([NH:31][CH2:30][C:47]4[CH:48]=[CH:49][CH:50]=[CH:51][N:52]=4)=[O:27])[N:22]=[N:21]3)=[CH:15][C:10]=2[CH:9]=1. The yield is 0.220. (4) The reactants are ClC(Cl)(Cl)[CH2:3][O:4][C:5]([C@@H:7]1[CH2:12][CH2:11][CH2:10][N:9]([C:13]([O:15][C:16]([CH3:19])([CH3:18])[CH3:17])=[O:14])[N:8]1[C:20]([O:22][C:23]([CH3:26])([CH3:25])[CH3:24])=[O:21])=[O:6].[F-].C([N+](CCCC)(CCCC)CCCC)CCC. The catalyst is O1CCCC1.CO. The product is [CH3:3][O:4][C:5]([C@@H:7]1[CH2:12][CH2:11][CH2:10][N:9]([C:13]([O:15][C:16]([CH3:19])([CH3:17])[CH3:18])=[O:14])[N:8]1[C:20]([O:22][C:23]([CH3:26])([CH3:25])[CH3:24])=[O:21])=[O:6]. The yield is 0.820. (5) The reactants are [Cl:1][C:2]1[C:3]2[CH2:10][C:9](=[O:11])[NH:8][C:4]=2[N:5]=[CH:6][N:7]=1.[CH3:12][Si](C)(C)[N-][Si](C)(C)C.[Li+].CI. The catalyst is C1COCC1. The product is [Cl:1][C:2]1[C:3]2[CH:10]([CH3:12])[C:9](=[O:11])[NH:8][C:4]=2[N:5]=[CH:6][N:7]=1. The yield is 0.414. (6) The reactants are [Br:1][C:2]1[CH:3]=[CH:4][C:5]2[O:9][C:8]([CH3:10])=[C:7]([O:11]C(=O)C)[C:6]=2[CH:15]=1.Cl. The catalyst is CO. The product is [Br:1][C:2]1[CH:3]=[CH:4][C:5]2[O:9][CH:8]([CH3:10])[C:7](=[O:11])[C:6]=2[CH:15]=1. The yield is 0.920.